The task is: Predict which catalyst facilitates the given reaction.. This data is from Catalyst prediction with 721,799 reactions and 888 catalyst types from USPTO. (1) Reactant: Cl.Cl.[OH:3][C@H:4]([C:17]1[C:18]([CH3:27])=[C:19]2[C:23](=[CH:24][CH:25]=1)[C:22](=[O:26])[O:21][CH2:20]2)[CH2:5][N:6]1[CH2:11][CH2:10][C:9]2([CH2:16][CH2:15][NH:14][CH2:13][CH2:12]2)[CH2:8][CH2:7]1.C(=O)([O-])[O-].[Cs+].[Cs+].Cl[C:35]1[N:40]=[N:39][C:38]([C:41]#[N:42])=[CH:37][CH:36]=1.C1(P(C2C=CC=CC=2)C2C3OC4C(=CC=CC=4P(C4C=CC=CC=4)C4C=CC=CC=4)C(C)(C)C=3C=CC=2)C=CC=CC=1. Product: [OH:3][C@H:4]([C:17]1[C:18]([CH3:27])=[C:19]2[C:23](=[CH:24][CH:25]=1)[C:22](=[O:26])[O:21][CH2:20]2)[CH2:5][N:6]1[CH2:11][CH2:10][C:9]2([CH2:12][CH2:13][N:14]([C:35]3[N:40]=[N:39][C:38]([C:41]#[N:42])=[CH:37][CH:36]=3)[CH2:15][CH2:16]2)[CH2:8][CH2:7]1. The catalyst class is: 443. (2) The catalyst class is: 53. Reactant: [Br:1][C:2]1[CH:7]=[CH:6][C:5]([CH3:8])=[C:4]([F:9])[CH:3]=1.C1C(=O)N([Br:17])C(=O)C1. Product: [Br:1][C:2]1[CH:7]=[CH:6][C:5]([CH2:8][Br:17])=[C:4]([F:9])[CH:3]=1. (3) Reactant: [H-].[Na+].[Cl:3][C:4]1[CH:12]=[CH:11][C:10]2[NH:9][C:8]3[CH2:13][CH2:14][N:15]([CH3:18])[CH2:16][CH2:17][C:7]=3[C:6]=2[CH:5]=1.Cl[CH2:20][C:21]([N:23]1[CH2:28][CH2:27][CH:26]([CH3:29])[CH2:25][CH2:24]1)=[O:22]. Product: [Cl:3][C:4]1[CH:12]=[CH:11][C:10]2[N:9]([CH2:20][C:21]([N:23]3[CH2:28][CH2:27][CH:26]([CH3:29])[CH2:25][CH2:24]3)=[O:22])[C:8]3[CH2:13][CH2:14][N:15]([CH3:18])[CH2:16][CH2:17][C:7]=3[C:6]=2[CH:5]=1. The catalyst class is: 323. (4) Reactant: [C:1]1([CH:8]=[CH:7][CH:6]=[C:4]([OH:5])[CH:3]=1)[OH:2].[CH2:9]=[O:10].O=[Si]=O.[OH-].[Na+].[N+]([O-])(O)=O. Product: [C:1]1([CH:8]=[CH:7][CH:6]=[C:4]([OH:5])[C:3]=1[CH:9]=[O:10])[OH:2]. The catalyst class is: 6. (5) Reactant: [CH2:1]([O:8][CH2:9][CH2:10][OH:11])[C:2]1[CH:7]=[CH:6][CH:5]=[CH:4][CH:3]=1.C(N(CC)CC)C.[CH3:19][S:20](Cl)(=[O:22])=[O:21].C(=O)(O)[O-].[Na+]. Product: [CH3:19][S:20]([O:11][CH2:10][CH2:9][O:8][CH2:1][C:2]1[CH:7]=[CH:6][CH:5]=[CH:4][CH:3]=1)(=[O:22])=[O:21]. The catalyst class is: 1. (6) Reactant: N1C(Cl)=NC(Cl)=NC=1[Cl:3].CN(C)C=O.[Cl:15][C:16]1[C:17]([CH3:33])=[C:18]([C:24]([O:30][CH2:31][CH3:32])=[C:25]([CH:27](O)[CH3:28])[CH:26]=1)[C:19]([NH:21][CH2:22][CH3:23])=[O:20]. Product: [Cl:15][C:16]1[C:17]([CH3:33])=[C:18]([C:24]([O:30][CH2:31][CH3:32])=[C:25]([CH:27]([Cl:3])[CH3:28])[CH:26]=1)[C:19]([NH:21][CH2:22][CH3:23])=[O:20]. The catalyst class is: 2. (7) Reactant: [CH2:1]([O:8][C:9]1[C:18]([CH:19]([CH3:21])[CH3:20])=[CH:17][C:12]([C:13]([O:15][CH3:16])=[O:14])=[C:11]([OH:22])[CH:10]=1)[C:2]1[CH:7]=[CH:6][CH:5]=[CH:4][CH:3]=1.C(=O)([O-])[O-].[K+].[K+].[CH3:29][O:30][CH2:31]Cl. Product: [CH2:1]([O:8][C:9]1[C:18]([CH:19]([CH3:20])[CH3:21])=[CH:17][C:12]([C:13]([O:15][CH3:16])=[O:14])=[C:11]([O:22][CH2:29][O:30][CH3:31])[CH:10]=1)[C:2]1[CH:3]=[CH:4][CH:5]=[CH:6][CH:7]=1. The catalyst class is: 10. (8) Product: [CH3:7][C:8]1[CH:13]=[C:12]([N+:14]([O-:16])=[O:15])[CH:11]=[CH:10][C:9]=1[CH2:17][NH:18][S:20]([CH3:19])(=[O:22])=[O:21]. The catalyst class is: 96. Reactant: N1C=CC=CC=1.[CH3:7][C:8]1[CH:13]=[C:12]([N+:14]([O-:16])=[O:15])[CH:11]=[CH:10][C:9]=1[CH2:17][NH2:18].[CH3:19][S:20](Cl)(=[O:22])=[O:21]. (9) Reactant: C(OC([N:8]1[CH2:12][CH2:11][C@H:10]([NH:13][C:14]2[CH:15]=[CH:16][C:17]3[O:22][CH2:21][CH2:20][N:19]([C:23]4[CH:24]=[N:25][C:26]([O:31][CH3:32])=[C:27]([C:29]#[N:30])[CH:28]=4)[C:18]=3[CH:33]=2)[CH2:9]1)=O)(C)(C)C.C(O)(C(F)(F)F)=O. Product: [CH3:32][O:31][C:26]1[N:25]=[CH:24][C:23]([N:19]2[C:18]3[CH:33]=[C:14]([NH:13][C@H:10]4[CH2:11][CH2:12][NH:8][CH2:9]4)[CH:15]=[CH:16][C:17]=3[O:22][CH2:21][CH2:20]2)=[CH:28][C:27]=1[C:29]#[N:30]. The catalyst class is: 2. (10) Reactant: [NH2:1][CH2:2][CH2:3][OH:4].Cl[C:6]([O:8][CH2:9][C:10]1[CH:15]=[CH:14][CH:13]=[CH:12][CH:11]=1)=[O:7]. Product: [C:6]([NH:1][CH2:2][CH2:3][OH:4])([O:8][CH2:9][C:10]1[CH:15]=[CH:14][CH:13]=[CH:12][CH:11]=1)=[O:7]. The catalyst class is: 2.